Dataset: Forward reaction prediction with 1.9M reactions from USPTO patents (1976-2016). Task: Predict the product of the given reaction. Given the reactants [NH:1]1[CH2:4][CH:3]([O:5][C:6]2[N:10]([C:11]3[CH:16]=[CH:15][N:14]=[C:13]([NH2:17])[N:12]=3)[C:9]3[CH:18]=[C:19]([Br:22])[CH:20]=[CH:21][C:8]=3[N:7]=2)[CH2:2]1.C(N(CC)CC)C.Br[CH2:31][CH2:32][OH:33], predict the reaction product. The product is: [NH2:17][C:13]1[N:12]=[C:11]([N:10]2[C:9]3[CH:18]=[C:19]([Br:22])[CH:20]=[CH:21][C:8]=3[N:7]=[C:6]2[O:5][CH:3]2[CH2:2][N:1]([CH2:31][CH2:32][OH:33])[CH2:4]2)[CH:16]=[CH:15][N:14]=1.